This data is from Catalyst prediction with 721,799 reactions and 888 catalyst types from USPTO. The task is: Predict which catalyst facilitates the given reaction. (1) The catalyst class is: 8. Reactant: [C:1]([C:3]1[CH:4]=[C:5]([NH:15][C:16]([NH2:18])=[S:17])[CH:6]=[CH:7][C:8]=1[N:9]1[CH:13]=[C:12]([CH3:14])[N:11]=[CH:10]1)#[N:2].Br[CH:20]1[CH2:25][CH2:24][CH2:23][CH:22]([C:26]2[CH:31]=[CH:30][CH:29]=[CH:28][CH:27]=2)[C:21]1=O. Product: [CH3:14][C:12]1[N:11]=[CH:10][N:9]([C:8]2[CH:7]=[CH:6][C:5]([NH:15][C:16]3[S:17][C:28]4[CH2:29][CH2:30][CH2:31][CH:26]([C:22]5[CH:23]=[CH:24][CH:25]=[CH:20][CH:21]=5)[C:27]=4[N:18]=3)=[CH:4][C:3]=2[C:1]#[N:2])[CH:13]=1. (2) Product: [C:13]([O:17][C:18]([N:20]1[C:25]2[CH:26]=[C:27]([Cl:31])[C:28]([O:30][CH2:8][C:9]([O:11][CH3:12])=[O:10])=[CH:29][C:24]=2[O:23][CH:22]([C:32]([N:34]2[CH2:39][CH2:38][C:37]([C:48]#[N:49])([CH2:40][C:41]3[CH:42]=[CH:43][C:44]([F:47])=[CH:45][CH:46]=3)[CH2:36][CH2:35]2)=[O:33])[CH2:21]1)=[O:19])([CH3:16])([CH3:14])[CH3:15]. Reactant: C([O-])([O-])=O.[K+].[K+].Br[CH2:8][C:9]([O:11][CH3:12])=[O:10].[C:13]([O:17][C:18]([N:20]1[C:25]2[CH:26]=[C:27]([Cl:31])[C:28]([OH:30])=[CH:29][C:24]=2[O:23][CH:22]([C:32]([N:34]2[CH2:39][CH2:38][C:37]([C:48]#[N:49])([CH2:40][C:41]3[CH:46]=[CH:45][C:44]([F:47])=[CH:43][CH:42]=3)[CH2:36][CH2:35]2)=[O:33])[CH2:21]1)=[O:19])([CH3:16])([CH3:15])[CH3:14]. The catalyst class is: 18. (3) Reactant: [CH3:1][O:2][C:3](=[O:18])[C:4]1[CH:9]=[C:8](F)[C:7]([C:11]([F:14])([F:13])[F:12])=[CH:6][C:5]=1[N+:15]([O-:17])=[O:16].[CH3:19][C:20]1[NH:21][CH:22]=[CH:23][N:24]=1. Product: [CH3:1][O:2][C:3](=[O:18])[C:4]1[CH:9]=[C:8]([N:21]2[CH:22]=[CH:23][N:24]=[C:20]2[CH3:19])[C:7]([C:11]([F:14])([F:13])[F:12])=[CH:6][C:5]=1[N+:15]([O-:17])=[O:16]. The catalyst class is: 12.